From a dataset of Full USPTO retrosynthesis dataset with 1.9M reactions from patents (1976-2016). Predict the reactants needed to synthesize the given product. (1) Given the product [C:1]([O:5][C:6]([N:8]1[CH2:13][CH2:12][CH2:11][C:10]([C:15]#[CH:16])([OH:14])[CH2:9]1)=[O:7])([CH3:4])([CH3:2])[CH3:3], predict the reactants needed to synthesize it. The reactants are: [C:1]([O:5][C:6]([N:8]1[CH2:13][CH2:12][CH2:11][C:10](=[O:14])[CH2:9]1)=[O:7])([CH3:4])([CH3:3])[CH3:2].[C:15]([Mg]Br)#[CH:16]. (2) Given the product [Br:1][C:2]1[C:11]2[CH2:10][N:9]([CH3:12])[CH2:8][CH2:7][C:6]=2[C:5]([NH2:13])=[C:4]([N+:17]([O-:19])=[O:18])[CH:3]=1, predict the reactants needed to synthesize it. The reactants are: [Br:1][C:2]1[CH:3]=[C:4]([N+:17]([O-:19])=[O:18])[C:5]([NH:13]C(=O)C)=[C:6]2[C:11]=1[CH2:10][N:9]([CH3:12])[CH2:8][CH2:7]2.[NH4+].[OH-]. (3) Given the product [N:44]1([C:13]([C:12]2[CH:11]=[CH:10][C:9]([O:8][C:7]3[CH:18]=[C:19]([CH:20]=[C:5]([O:4][C@@H:3]([CH3:29])[CH2:2][OH:1])[CH:6]=3)[C:21]([NH:23][C:24]3[CH:28]=[CH:27][NH:26][N:25]=3)=[O:22])=[CH:17][CH:16]=2)=[O:15])[CH2:43][CH2:42][CH2:39]1, predict the reactants needed to synthesize it. The reactants are: [OH:1][CH2:2][C@H:3]([CH3:29])[O:4][C:5]1[CH:6]=[C:7]([CH:18]=[C:19]([C:21]([NH:23][C:24]2[CH:28]=[CH:27][NH:26][N:25]=2)=[O:22])[CH:20]=1)[O:8][C:9]1[CH:17]=[CH:16][C:12]([C:13]([OH:15])=O)=[CH:11][CH:10]=1.CN(C(ON1N=NC2C=[CH:42][CH:43]=[N:44][C:39]1=2)=[N+](C)C)C.F[P-](F)(F)(F)(F)F.Cl.N1CCC1.CCN(C(C)C)C(C)C. (4) Given the product [CH:23]([C:25]1[CH:26]=[C:27]([CH:33]=[CH:34][C:35]=1[O:36][CH2:2][CH2:3][CH2:4][C:5]1[CH:10]=[CH:9][C:8]([O:11][CH2:12][CH2:13][CH2:14][CH2:15][O:16][C:17]2[CH:22]=[CH:21][CH:20]=[CH:19][CH:18]=2)=[CH:7][CH:6]=1)[C:28]([O:30][CH2:31][CH3:32])=[O:29])=[O:24], predict the reactants needed to synthesize it. The reactants are: Br[CH2:2][CH2:3][CH2:4][C:5]1[CH:10]=[CH:9][C:8]([O:11][CH2:12][CH2:13][CH2:14][CH2:15][O:16][C:17]2[CH:22]=[CH:21][CH:20]=[CH:19][CH:18]=2)=[CH:7][CH:6]=1.[CH:23]([C:25]1[CH:26]=[C:27]([CH:33]=[CH:34][C:35]=1[OH:36])[C:28]([O:30][CH2:31][CH3:32])=[O:29])=[O:24].C(=O)([O-])[O-].[K+].[K+]. (5) Given the product [Br:35][CH2:2][CH2:3][O:4][C:5]1[CH:6]=[CH:7][C:8]([C:21]2[NH:30][C:29](=[O:31])[C:28]3[C:23](=[CH:24][CH:25]=[CH:26][C:27]=3[O:32][CH3:33])[N:22]=2)=[N:9][C:10]=1[C:11]1[CH:16]=[CH:15][C:14]([S:17]([CH3:20])(=[O:19])=[O:18])=[CH:13][CH:12]=1, predict the reactants needed to synthesize it. The reactants are: O[CH2:2][CH2:3][O:4][C:5]1[CH:6]=[CH:7][C:8]([C:21]2[NH:30][C:29](=[O:31])[C:28]3[C:23](=[CH:24][CH:25]=[CH:26][C:27]=3[O:32][CH3:33])[N:22]=2)=[N:9][C:10]=1[C:11]1[CH:16]=[CH:15][C:14]([S:17]([CH3:20])(=[O:19])=[O:18])=[CH:13][CH:12]=1.P(Br)(Br)[Br:35].